Task: Binary Classification. Given a T-cell receptor sequence (or CDR3 region) and an epitope sequence, predict whether binding occurs between them.. Dataset: TCR-epitope binding with 47,182 pairs between 192 epitopes and 23,139 TCRs (1) The TCR CDR3 sequence is CASSQDHGGGTEAFF. The epitope is ISPRTLNAW. Result: 0 (the TCR does not bind to the epitope). (2) The epitope is KLVALGINAV. The TCR CDR3 sequence is CASTQSPLAGNEQYF. Result: 1 (the TCR binds to the epitope). (3) The epitope is ELAGIGILTV. The TCR CDR3 sequence is CASSQGGGGFEQYF. Result: 1 (the TCR binds to the epitope).